This data is from Catalyst prediction with 721,799 reactions and 888 catalyst types from USPTO. The task is: Predict which catalyst facilitates the given reaction. (1) Reactant: [N+:1]([C:4]1[CH:5]=[C:6]([CH:31]=[CH:32][CH:33]=1)[C:7]([NH:9][C:10]1[CH:11]=[N:12][C:13]([N:16]2[C:20]([C:21]([F:24])([F:23])[F:22])=[CH:19][C:18]([C:25]3[CH:26]=[N:27][CH:28]=[CH:29][CH:30]=3)=[N:17]2)=[CH:14][CH:15]=1)=[O:8])([O-])=O. Product: [NH2:1][C:4]1[CH:5]=[C:6]([CH:31]=[CH:32][CH:33]=1)[C:7]([NH:9][C:10]1[CH:11]=[N:12][C:13]([N:16]2[C:20]([C:21]([F:23])([F:22])[F:24])=[CH:19][C:18]([C:25]3[CH:26]=[N:27][CH:28]=[CH:29][CH:30]=3)=[N:17]2)=[CH:14][CH:15]=1)=[O:8]. The catalyst class is: 29. (2) Reactant: [C:1]([O:4][C:5]1[CH:10]=[CH:9][C:8]([C:11]2[N:12]=[C:13]([CH2:18][C:19]3[CH:24]=[CH:23][CH:22]=[CH:21][CH:20]=3)[C:14]([NH2:17])=[N:15][CH:16]=2)=[CH:7][CH:6]=1)(=[O:3])[CH3:2].[N+:25]([C:28]1[CH:33]=[CH:32][C:31]([S:34](Cl)(=[O:36])=[O:35])=[CH:30][CH:29]=1)([O-:27])=[O:26].C(=O)(O)[O-].[Na+]. Product: [C:1]([O:4][C:5]1[CH:6]=[CH:7][C:8]([C:11]2[N:12]=[C:13]([CH2:18][C:19]3[CH:24]=[CH:23][CH:22]=[CH:21][CH:20]=3)[C:14]([N:17]([S:34]([C:31]3[CH:30]=[CH:29][C:28]([N+:25]([O-:27])=[O:26])=[CH:33][CH:32]=3)(=[O:35])=[O:36])[S:34]([C:31]3[CH:32]=[CH:33][C:28]([N+:25]([O-:27])=[O:26])=[CH:29][CH:30]=3)(=[O:36])=[O:35])=[N:15][CH:16]=2)=[CH:9][CH:10]=1)(=[O:3])[CH3:2]. The catalyst class is: 537.